From a dataset of Reaction yield outcomes from USPTO patents with 853,638 reactions. Predict the reaction yield, written as a fraction of the theoretical maximum amount of product (1.0 means a 100% yield; for example, 0.34 means a 34% yield). (1) The reactants are C(OC([N:8]([CH2:16][C:17]1[CH:22]=[CH:21][CH:20]=[C:19]([O:23][CH2:24][C:25]2[CH:30]=[CH:29][CH:28]=[CH:27][CH:26]=2)[CH:18]=1)C(OC(C)(C)C)=O)=O)(C)(C)C.FC(F)(F)C(O)=O.C(=O)(O)[O-].[Na+]. No catalyst specified. The product is [CH2:24]([O:23][C:19]1[CH:18]=[C:17]([CH:22]=[CH:21][CH:20]=1)[CH2:16][NH2:8])[C:25]1[CH:26]=[CH:27][CH:28]=[CH:29][CH:30]=1. The yield is 0.820. (2) The reactants are [NH2:1][C:2]1[N:7]([CH3:8])[C:6](=[O:9])[N:5]([CH3:10])[C:4](=[O:11])[C:3]=1[NH:12][C:13](=O)[CH:14]=[CH:15][C:16]1[CH:21]=[CH:20][CH:19]=[CH:18][CH:17]=1.[OH-].[Na+]. The catalyst is C(O)C. The product is [CH3:10][N:5]1[C:4](=[O:11])[C:3]2[NH:12][C:13](/[CH:14]=[CH:15]/[C:16]3[CH:21]=[CH:20][CH:19]=[CH:18][CH:17]=3)=[N:1][C:2]=2[N:7]([CH3:8])[C:6]1=[O:9]. The yield is 0.463. (3) The product is [O:18]1[C:19]2[CH:25]=[CH:24][C:23]([CH2:26][C:27]([NH:1][C:2]3[CH:7]=[CH:6][CH:5]=[CH:4][C:3]=3[C:8]3[NH:9][C:10]4[C:15]([CH:16]=3)=[CH:14][CH:13]=[CH:12][CH:11]=4)=[O:28])=[CH:22][C:20]=2[O:21][CH2:17]1. No catalyst specified. The reactants are [NH2:1][C:2]1[CH:7]=[CH:6][CH:5]=[CH:4][C:3]=1[C:8]1[NH:9][C:10]2[C:15]([CH:16]=1)=[CH:14][CH:13]=[CH:12][CH:11]=2.[CH2:17]1[O:21][C:20]2[CH:22]=[C:23]([CH2:26][C:27](O)=[O:28])[CH:24]=[CH:25][C:19]=2[O:18]1. The yield is 0.550. (4) The reactants are [CH3:1][C:2]1([CH3:26])[CH2:11][CH2:10][C:9]([CH3:13])([CH3:12])[C:8]2[CH:7]=[C:6]([C:14]([NH:16][C:17]3[CH:25]=[CH:24][C:20]([C:21](O)=[O:22])=[CH:19][CH:18]=3)=[O:15])[CH:5]=[CH:4][C:3]1=2.F[P-](F)(F)(F)(F)F.[N:34]1(O[P+](N(C)C)(N(C)C)N(C)C)[C:38]2[CH:39]=[CH:40][CH:41]=[CH:42][C:37]=2[N:36]=N1.C(N(CC)CC)C.C1(N)C=CC=CC=1N. The catalyst is CN(C=O)C.CCOC(C)=O. The product is [NH2:34][C:38]1[CH:39]=[CH:40][CH:41]=[CH:42][C:37]=1[NH:36][C:21]([C:20]1[CH:19]=[CH:18][C:17]([NH:16][C:14]([C:6]2[CH:5]=[CH:4][C:3]3[C:2]([CH3:26])([CH3:1])[CH2:11][CH2:10][C:9]([CH3:13])([CH3:12])[C:8]=3[CH:7]=2)=[O:15])=[CH:25][CH:24]=1)=[O:22]. The yield is 0.0400. (5) The reactants are C([O:4][CH2:5][CH:6]1[CH:8]([C:9]2[CH:14]=[CH:13][C:12]([C:15]([CH3:18])([CH3:17])[CH3:16])=[CH:11][CH:10]=2)[C:7]1([F:20])[F:19])(=O)C.[OH-].[Na+]. The catalyst is CO. The product is [C:15]([C:12]1[CH:13]=[CH:14][C:9]([CH:8]2[CH:6]([CH2:5][OH:4])[C:7]2([F:19])[F:20])=[CH:10][CH:11]=1)([CH3:18])([CH3:16])[CH3:17]. The yield is 0.570. (6) The reactants are ClCCCl.[Br:5][C:6]1[CH:7]=[C:8]([CH:11]=[CH:12][CH:13]=1)[CH:9]=O.[O:14]([C:21]1[CH:22]=[C:23]([CH:25]=[CH:26][CH:27]=1)[NH2:24])[C:15]1[CH:20]=[CH:19][CH:18]=[CH:17][CH:16]=1.[BH-](OC(C)=O)(OC(C)=O)OC(C)=O.[Na+]. The catalyst is O.C(O)(=O)C. The product is [O:14]([C:21]1[CH:22]=[C:23]([NH:24][CH2:9][C:8]2[CH:11]=[CH:12][CH:13]=[C:6]([Br:5])[CH:7]=2)[CH:25]=[CH:26][CH:27]=1)[C:15]1[CH:16]=[CH:17][CH:18]=[CH:19][CH:20]=1. The yield is 0.980. (7) The reactants are [CH3:1][CH:2]([C:4]1[C:5]([C:30]2[CH:35]=[CH:34][CH:33]=[CH:32][CH:31]=2)=[C:6]([O:16][C:17]2[CH:22]=[CH:21][C:20](/[CH:23]=[CH:24]/[C:25]([O:27]CC)=[O:26])=[CH:19][CH:18]=2)[C:7]2[C:12]([CH:13]=1)=[CH:11][C:10]([O:14][CH3:15])=[CH:9][CH:8]=2)[CH3:3].[OH-].[Na+]. The catalyst is C1COCC1.CCO. The product is [CH3:3][CH:2]([C:4]1[C:5]([C:30]2[CH:31]=[CH:32][CH:33]=[CH:34][CH:35]=2)=[C:6]([O:16][C:17]2[CH:22]=[CH:21][C:20](/[CH:23]=[CH:24]/[C:25]([OH:27])=[O:26])=[CH:19][CH:18]=2)[C:7]2[C:12]([CH:13]=1)=[CH:11][C:10]([O:14][CH3:15])=[CH:9][CH:8]=2)[CH3:1]. The yield is 0.780. (8) The reactants are BrC[C:3]1[CH:8]=[CH:7][C:6]([CH2:9][C:10]([O:12][CH3:13])=[O:11])=[CH:5][CH:4]=1.[NH:14]1[CH2:19][CH2:18][CH2:17][CH2:16][CH2:15]1.[CH3:20]O. No catalyst specified. The product is [N:14]1([C:3]2[CH:4]=[CH:5][C:6]([CH2:9][C:10]([O:12][CH3:13])=[O:11])=[C:7]([CH3:20])[CH:8]=2)[CH2:19][CH2:18][CH2:17][CH2:16][CH2:15]1. The yield is 0.980. (9) The reactants are [Cl:1]N1C(=O)CCC1=O.[CH3:9][O:10][C:11]([C:13]1[CH:21]=[C:20]2[C:16]([C:17]3[CH:25]=[C:24]([CH3:26])[CH:23]=[N:22][C:18]=3[NH:19]2)=[C:15]([C:27]2[CH:32]=[CH:31][CH:30]=[C:29]([S:33]([CH2:36][CH3:37])(=[O:35])=[O:34])[CH:28]=2)[CH:14]=1)=[O:12].CC(O)=O. The catalyst is C(Cl)Cl. The product is [CH3:9][O:10][C:11]([C:13]1[CH:21]=[C:20]2[C:16]([C:17]3[CH:25]=[C:24]([CH3:26])[CH:23]=[N:22][C:18]=3[NH:19]2)=[C:15]([C:27]2[CH:32]=[CH:31][CH:30]=[C:29]([S:33]([CH2:36][CH3:37])(=[O:35])=[O:34])[CH:28]=2)[C:14]=1[Cl:1])=[O:12]. The yield is 0.370.